This data is from Full USPTO retrosynthesis dataset with 1.9M reactions from patents (1976-2016). The task is: Predict the reactants needed to synthesize the given product. (1) Given the product [F:34][C:31]1[CH:32]=[CH:33][C:28]([C@@H:12]2[CH2:13][C:14](=[O:27])[CH:15]=[CH:16][NH:11]2)=[CH:29][CH:30]=1, predict the reactants needed to synthesize it. The reactants are: CC1CC(OC([N:11]2[CH:16]=[C:15]([Si](C(C)C)(C(C)C)C(C)C)[C:14](=[O:27])[CH2:13][CH:12]2[C:28]2[CH:33]=[CH:32][C:31]([F:34])=[CH:30][CH:29]=2)=O)C(C(C)(C2C=CC=CC=2)C)CC1.C[O-].[Na+].C(O)(=O)C(O)=O. (2) Given the product [Cl:1][C:2]1[CH:7]=[CH:6][C:5]([CH:8]([C:11]2[CH:16]=[CH:15][CH:14]=[C:13]([N:17]3[C:22](=[O:23])[N:21]([CH2:31][O:32][CH2:33][CH2:34][O:35][CH3:36])[C:20](=[O:24])[CH:19]=[N:18]3)[C:12]=2[Cl:25])[C:9]#[N:10])=[CH:4][C:3]=1[C:26]([F:29])([F:27])[F:28], predict the reactants needed to synthesize it. The reactants are: [Cl:1][C:2]1[CH:7]=[CH:6][C:5]([CH:8]([C:11]2[CH:16]=[CH:15][CH:14]=[C:13]([N:17]3[C:22](=[O:23])[NH:21][C:20](=[O:24])[CH:19]=[N:18]3)[C:12]=2[Cl:25])[C:9]#[N:10])=[CH:4][C:3]=1[C:26]([F:29])([F:28])[F:27].Cl[CH2:31][O:32][CH2:33][CH2:34][O:35][CH3:36].C(N(CC)CC)C.O.